Dataset: Experimentally validated miRNA-target interactions with 360,000+ pairs, plus equal number of negative samples. Task: Binary Classification. Given a miRNA mature sequence and a target amino acid sequence, predict their likelihood of interaction. (1) The miRNA is hsa-miR-493-5p with sequence UUGUACAUGGUAGGCUUUCAUU. The protein sequence of the target gene is MFQGADSQAGKSGSRSMKPPGGESSDLFGSPEEGISSSKPNRMASNIFGPTEEPKNIPKRTNPPGGKGSGIFDESTPVQTRQRLNPPGGKTSDIFGSPVTATAPLAHPNKPKDHVLLCEGEDSKSDLKAATDSTPRGEQSDKGSSKEVEHAKIPEPTPTVDSHEPRLGPRPRSHNKVLNPPGGKSSLSFY. Result: 0 (no interaction). (2) The miRNA is mmu-miR-338-5p with sequence AACAAUAUCCUGGUGCUGAGUG. The protein sequence of the target gene is MCVRRSLVGLTFCTCYLASYLTNKYVLSVLKFTYPTLFQGWQTLIGGLLLHVSWKLGWVEINSSSRSHVLVWLPASVLFVGIIYAGSRALSRLAIPVFLTLHNVAEVIICGYQKCFQKEKTSPAKICSALLLLAAAGCLPFNDSQFNPDGYFWAIIHLLCVGAYKILQKSQKPSALSDIDQQYLNYIFSVVLLAFASHPTGDLFSVLDFPFLYFYRFHGSCCASGFLGFFLMFSTVKLKNLLAPGQCAAWIFFAKIITAGLSILLFDAILTSATTGCLLLGALGEALLVFSERKSS. Result: 0 (no interaction). (3) The miRNA is mmu-miR-692 with sequence AUCUCUUUGAGCGCCUCACUC. The protein sequence of the target gene is MEKANETSPVMGFVLLRLSAHPELEKTFFVLILLMYLVILLGNGVLILVTILDSRLHTPMYFFLGNLSFLDICFTTSSVPLVLDSFLTPQETISFSACAVQMALSFAMAGTECLLLSMMAFDRYVAICNPLRYSVIMSKAAYMPMAASSWAIGGAASVVHTSLAIQLPFCGDNVINHFTCEILAVLKLACADISINVISMEVTNVIFLGVPVLFISFSYVFIITTILRIPSAEGRKKVFSTCSAHLTVVIVFYGTLFFMYGKPKSKDSMGADKEDLSDKLIPLFYGVVTPMLNPIIYSLR.... Result: 0 (no interaction). (4) The protein sequence of the target gene is MASQEFEVEAIVDKRQDKNGNTQYLVRWKGYDKQDDTWEPEQHLMNCEKCVHDFNRRQTEKQKKLTWTTTSRIFSNNARRRTSRSTKANYSKNSPKTPVTDKHHRSKNCKLFAASKNVRRKAASTLSDTKNMEIINSTIETLAPDSPFDHKKTVSGFQKLEKLDPIAADQQDTVVFKVTEGKLLRDPLSHPGAEQTGIQNKTQMHPLMSQMSGSVTASMATGSATRKGIVVLIDPLAANGTTDMHTSVPRVKGGQRNITDDSRGQPFIKKMHFTIRLTESAITYRDIVVKKEDGFTQIVL.... Result: 1 (interaction). The miRNA is hsa-miR-122-5p with sequence UGGAGUGUGACAAUGGUGUUUG. (5) The protein sequence of the target gene is MSWSPSLPTQTCGAWEMKERLGTGGFGNVIRWHNQVTGEQIAIKQCRQELSPKNRDRWCLEIQIMRRLNHPNVVAARDVPEGMQNLAPNDLPLLAMEYCQGGDLRRYLNQFENCCGLREGAILTLLSDIASALRYLHENRIIHRDLKPENIVLQQGEKRLIHKIIDLGYAKELDQGSLCTSFVGTLQYLAPELLEQQKYTVTVDYWSFGTLAFECITGFRPFLPNWQPVQWHSKVRQKSEVDIVVSEDLNGTVKFSSSSPFPNNLNSVLAERLEKWLQLMLTWQPRQRGVDPQYGPNGCF.... Result: 0 (no interaction). The miRNA is hsa-miR-4452 with sequence UUGAAUUCUUGGCCUUAAGUGAU. (6) The miRNA is hsa-miR-6797-5p with sequence AGGAGGGAAGGGGCUGAGAACAGGA. The protein sequence of the target gene is MKVLGRSFFWVLFPVLPWAVQAVEHEEVAQRVIKLHRGRGVAAMQSRQWVRDSCRKLSGLLRQKNAVLNKLKTAIGAVEKDVGLSDEEKLFQVHTFEIFQKELNESENSVFQAVYGLQRALQGDYKDVVNMKESSRQRLEALREAAIKEETEYMELLAAEKHQVEALKNMQHQNQSLSMLDEILEDVRKAADRLEEEIEEHAFDDNKSVKGVNFEAVLRVEEEEANSKQNITKREVEDDLGLSMLIDSQNNQYILTKPRDSTIPRADHHFIKDIVTIGMLSLPCGWLCTAIGLPTMFGYI.... Result: 0 (no interaction). (7) The protein sequence of the target gene is MLSRLGALLQEAVGAREPSIDLLQAFVEHWKGITHYYIESTDESTPAKKTDIPWRLKQMLDILVYEEQQQAAAGEAGPCLEYLLQHKILETLCTLGKAEYPPGMRQQVFQFFSKVLAQVQHPLLHYLSVHRPVQKLLRLGGTASGSVTEKEEVQFTTVLCSKIQQDPELLAYILEGKKIVGRKKACGEPTALPKDTTSHGDKDCSHDGAPARPQLDGESCGAQALNSHMPAETEELDGGTTESNLITSLLGLCQSKKSRVALKAQENLLLLVSMASPAAATYLVQSSACCPAIVRHLCQL.... Result: 0 (no interaction). The miRNA is mmu-miR-882 with sequence AGGAGAGAGUUAGCGCAUUAGU. (8) The miRNA is mmu-miR-224-5p with sequence UAAGUCACUAGUGGUUCCGUU. The protein sequence of the target gene is MTKSYSESGLMGEPQPQGPPSWTDECLSSQDEEHEADKKEDDLETMNAEEDSLRNGGEEEDEDEDLEEEEEEEEEDDDQKPKRRGPKKKKMTKARLERFKLRRMKANARERNRMHGLNAALDNLRKVVPCYSKTQKLSKIETLRLAKNYIWALSEILRSGKSPDLVSFVQTLCKGLSQPTTNLVAGCLQLNPRTFLPEQNQDMPPHLPTASASFPVHPYSYQSPGLPSPPYGTMDSSHVFHVKPPPHAYSAALEPFFESPLTDCTSPSFDGPLSPPLSINGNFSFKHEPSAEFEKNYAFT.... Result: 0 (no interaction). (9) The miRNA is hsa-miR-3666 with sequence CAGUGCAAGUGUAGAUGCCGA. The protein sequence of the target gene is MAEEGNQEFTSKMENSSDSASTSPDAPQPSENPPSPPTSPAAPQTSENPPSPPTSPAVPQTRENPPSPPTSPAAPQPRENPPSPPTSPAAPQPRENPPSPPTSPAAPQPRENPPSPHSNSSGKQPLSGTPKERLKKARSSSHSFCSVVKRMKVENDENNETLSEPGESSKEENCSKAQESLKNKDSEPGEKSSEEKNTCESKSSDTGSSNALPKESENAIIREKLKQEKIRLIRQVEEKEDLLRRLKLVKMYRIKNDVTELENLIKKWRKCGQRLLCELQSIMSEDEDEKLTLTELIDFY.... Result: 0 (no interaction).